From a dataset of Peptide-MHC class I binding affinity with 185,985 pairs from IEDB/IMGT. Regression. Given a peptide amino acid sequence and an MHC pseudo amino acid sequence, predict their binding affinity value. This is MHC class I binding data. The peptide sequence is HLRGFSKSI. The MHC is HLA-A68:01 with pseudo-sequence HLA-A68:01. The binding affinity (normalized) is 0.